Task: Predict the product of the given reaction.. Dataset: Forward reaction prediction with 1.9M reactions from USPTO patents (1976-2016) (1) Given the reactants [Br:1][C:2]1[S:3][C:4]([CH2:7]Cl)=[CH:5][CH:6]=1.[CH2:9]([O:11][P:12]([O:16]CC)[O:13][CH2:14][CH3:15])[CH3:10], predict the reaction product. The product is: [CH2:9]([O:11][P:12]([CH2:7][C:4]1[S:3][C:2]([Br:1])=[CH:6][CH:5]=1)(=[O:16])[O:13][CH2:14][CH3:15])[CH3:10]. (2) Given the reactants [H-].[Na+].[F:3][C:4]([F:18])([F:17])[C:5]1[CH:10]=[CH:9][N:8]=[C:7]([C:11]2[NH:12][O:13][C:14](=[O:16])[N:15]=2)[CH:6]=1.[Cl:19][C:20]1[CH:21]=[C:22]([CH:28]=[CH:29][CH:30]=1)[C:23]([O:25][CH2:26]Cl)=[O:24].[Cl-].[NH4+], predict the reaction product. The product is: [Cl:19][C:20]1[CH:21]=[C:22]([CH:28]=[CH:29][CH:30]=1)[C:23]([O:25][CH2:26][N:15]1[C:14](=[O:16])[O:13][N:12]=[C:11]1[C:7]1[CH:6]=[C:5]([C:4]([F:3])([F:17])[F:18])[CH:10]=[CH:9][N:8]=1)=[O:24]. (3) Given the reactants [Zn](CC)[CH2:2][CH3:3].[CH:6](=[O:13])[C:7]1[CH:12]=[CH:11][CH:10]=[CH:9][CH:8]=1.O, predict the reaction product. The product is: [OH:13][CH:6]([C:7]1[CH:12]=[CH:11][CH:10]=[CH:9][CH:8]=1)[CH2:2][CH3:3]. (4) The product is: [Cl:7][C:8]1[CH:13]=[CH:12][C:11]([C:14]2[C:18]([CH2:19][O:20][C:21]3[C:26]([F:27])=[CH:25][C:24]([CH2:28][CH2:29][CH2:30][OH:31])=[C:23]([CH3:35])[CH:22]=3)=[C:17]([C:36]([F:39])([F:37])[F:38])[S:16][N:15]=2)=[CH:10][CH:9]=1. Given the reactants [H-].[H-].[H-].[H-].[Li+].[Al+3].[Cl:7][C:8]1[CH:13]=[CH:12][C:11]([C:14]2[C:18]([CH2:19][O:20][C:21]3[C:26]([F:27])=[CH:25][C:24]([CH2:28][CH2:29][C:30](OCC)=[O:31])=[C:23]([CH3:35])[CH:22]=3)=[C:17]([C:36]([F:39])([F:38])[F:37])[S:16][N:15]=2)=[CH:10][CH:9]=1, predict the reaction product. (5) Given the reactants [NH2:1][C:2]1[CH:7]=[CH:6][C:5]([C:8]2[NH:12][C:11]([C@H:13]3[N:21]4[C:16](=[CH:17][C:18]([C:23]5[CH:28]=[C:27]([Cl:29])[CH:26]=[CH:25][C:24]=5[N:30]5[CH:34]=[N:33][N:32]=[N:31]5)=[CH:19][C:20]4=[O:22])[CH2:15][CH2:14]3)=[N:10][CH:9]=2)=[CH:4][CH:3]=1.[CH3:35][O:36][CH2:37][CH2:38][N:39]([CH3:43])[C:40](Cl)=[O:41], predict the reaction product. The product is: [Cl:29][C:27]1[CH:26]=[CH:25][C:24]([N:30]2[CH:34]=[N:33][N:32]=[N:31]2)=[C:23]([C:18]2[CH:17]=[C:16]3[N:21]([C@H:13]([C:11]4[NH:12][C:8]([C:5]5[CH:4]=[CH:3][C:2]([NH:1][C:40](=[O:41])[N:39]([CH2:38][CH2:37][O:36][CH3:35])[CH3:43])=[CH:7][CH:6]=5)=[CH:9][N:10]=4)[CH2:14][CH2:15]3)[C:20](=[O:22])[CH:19]=2)[CH:28]=1. (6) Given the reactants P(Cl)(Cl)([Cl:3])=O.O[C:7]1[N:8]=[C:9]2[NH:14][CH2:13][CH2:12][C@H:11]([C:15]([F:18])([F:17])[F:16])[N:10]2[C:19](=[O:21])[CH:20]=1.[OH-].[Na+], predict the reaction product. The product is: [Cl:3][C:7]1[N:8]=[C:9]2[NH:14][CH2:13][CH2:12][C@H:11]([C:15]([F:18])([F:17])[F:16])[N:10]2[C:19](=[O:21])[CH:20]=1. (7) Given the reactants C[O:2][C:3]([C:5]1[CH:6]=[N:7][C:8]([NH2:33])=[C:9]([O:11][C@@H:12]2[C:16]([F:18])([F:17])[CH2:15][N:14]([C:19](=[O:32])[CH2:20][C:21]3[CH:26]=[CH:25][C:24]([O:27][C:28]([F:31])([F:30])[F:29])=[CH:23][CH:22]=3)[CH2:13]2)[CH:10]=1)=[O:4].[OH-].[Na+].[CH]Cl, predict the reaction product. The product is: [NH2:33][C:8]1[N:7]=[CH:6][C:5]([C:3]([OH:4])=[O:2])=[CH:10][C:9]=1[O:11][C@@H:12]1[C:16]([F:17])([F:18])[CH2:15][N:14]([C:19](=[O:32])[CH2:20][C:21]2[CH:22]=[CH:23][C:24]([O:27][C:28]([F:30])([F:31])[F:29])=[CH:25][CH:26]=2)[CH2:13]1.